This data is from Full USPTO retrosynthesis dataset with 1.9M reactions from patents (1976-2016). The task is: Predict the reactants needed to synthesize the given product. (1) Given the product [NH2:36][C:34]1[CH:33]=[CH:32][C:31]([O:39][CH3:40])=[C:30]([C:21]2[CH:22]=[CH:23][C:24]([C:26]([F:28])([F:29])[F:27])=[CH:25][C:20]=2[CH2:19][N:15]2[C@@H:14]([CH3:41])[C@@H:13]([C:5]3[CH:6]=[C:7]([C:9]([F:10])([F:11])[F:12])[CH:8]=[C:3]([C:2]([F:43])([F:1])[F:42])[CH:4]=3)[O:17][C:16]2=[O:18])[CH:35]=1, predict the reactants needed to synthesize it. The reactants are: [F:1][C:2]([F:43])([F:42])[C:3]1[CH:4]=[C:5]([C@H:13]2[O:17][C:16](=[O:18])[N:15]([CH2:19][C:20]3[CH:25]=[C:24]([C:26]([F:29])([F:28])[F:27])[CH:23]=[CH:22][C:21]=3[C:30]3[CH:35]=[C:34]([N+:36]([O-])=O)[CH:33]=[CH:32][C:31]=3[O:39][CH3:40])[C@H:14]2[CH3:41])[CH:6]=[C:7]([C:9]([F:12])([F:11])[F:10])[CH:8]=1. (2) Given the product [F:1][C:2]1[CH:15]=[CH:14][C:13]([O:16][CH3:17])=[CH:12][C:3]=1/[CH:4]=[C:5](\[SH:9])/[C:6]([OH:18])=[O:11], predict the reactants needed to synthesize it. The reactants are: [F:1][C:2]1[CH:15]=[CH:14][C:13]([O:16][CH3:17])=[CH:12][C:3]=1[CH:4]=[C:5]1[S:9]C(=S)N[C:6]1=[O:11].[OH-:18].[Na+].